From a dataset of Forward reaction prediction with 1.9M reactions from USPTO patents (1976-2016). Predict the product of the given reaction. (1) The product is: [CH3:40][O:41][N:42]([CH3:43])[C:26]([C:24]1[O:25][C:21]([Br:20])=[CH:22][CH:23]=1)=[O:28]. Given the reactants C(N=C=NCCCN(C)C)C.Cl.C(N(CC)CC)C.[Br:20][C:21]1[O:25][C:24]([C:26]([OH:28])=O)=[CH:23][CH:22]=1.C1C=CC2N(O)N=NC=2C=1.Cl.[CH3:40][O:41][NH:42][CH3:43], predict the reaction product. (2) Given the reactants [CH:1]1([CH2:4][N:5]2[C:13]3[N:12]=[C:11]([CH2:14][C:15]4[CH:20]=[CH:19][C:18]([NH2:21])=[CH:17][CH:16]=4)[NH:10][C:9]=3[C:8](=[O:22])[N:7]([CH2:23][C:24]3[CH:29]=[CH:28][CH:27]=[CH:26][C:25]=3[F:30])[C:6]2=[O:31])[CH2:3][CH2:2]1.[CH2:32]=O, predict the reaction product. The product is: [CH:1]1([CH2:4][N:5]2[C:13]3[N:12]=[C:11]([CH2:14][C:15]4[CH:16]=[CH:17][C:18]([NH:21][CH3:32])=[CH:19][CH:20]=4)[NH:10][C:9]=3[C:8](=[O:22])[N:7]([CH2:23][C:24]3[CH:29]=[CH:28][CH:27]=[CH:26][C:25]=3[F:30])[C:6]2=[O:31])[CH2:3][CH2:2]1. (3) Given the reactants [F:1][C:2]1[CH:3]=[C:4]2[C:8](=[CH:9][CH:10]=1)[N:7]([CH2:11][C:12]1[CH:17]=[CH:16][CH:15]=[C:14]([F:18])[CH:13]=1)[C:6]([C:19]([OH:21])=O)=[CH:5]2.C[N:23](C)[CH2:24][CH2:25][CH2:26][N:27]=[C:28]=[N:29][CH2:30][CH3:31].[CH2:33]([N:35](CC)[CH2:36]C)C.[CH3:40]N(C)C=O, predict the reaction product. The product is: [N:35]1[CH:36]=[C:24]([NH:23][C:19]([C:6]2[N:7]([CH2:11][C:12]3[CH:17]=[CH:16][CH:15]=[C:14]([F:18])[CH:13]=3)[C:8]3[C:4]([CH:5]=2)=[CH:3][C:2]([F:1])=[CH:10][CH:9]=3)=[O:21])[CH:25]=[C:26]2[N:27]=[C:28]3[CH2:40][CH2:31][CH2:30][N:29]3[C:33]=12. (4) Given the reactants [CH3:1][C:2]1[CH:3]=[C:4]([NH:17][CH2:18][C:19]2([C:22]([F:25])([F:24])[F:23])[CH2:21][O:20]2)[C:5]2[CH:6]=[N:7][N:8]([C:11]3[CH:16]=[CH:15][CH:14]=[CH:13][CH:12]=3)[C:9]=2[CH:10]=1.[CH2:26]([NH2:28])[CH3:27], predict the reaction product. The product is: [CH2:26]([NH:28][CH2:21][C:19]([CH2:18][NH:17][C:4]1[CH:3]=[C:2]([CH3:1])[CH:10]=[C:9]2[C:5]=1[CH:6]=[N:7][N:8]2[C:11]1[CH:16]=[CH:15][CH:14]=[CH:13][CH:12]=1)([OH:20])[C:22]([F:24])([F:23])[F:25])[CH3:27]. (5) Given the reactants [CH2:1]([C:5]1[CH:36]=[CH:35][C:8]([NH:9][CH:10]2[CH2:15][CH2:14][N:13]([CH2:16][C:17]3[CH:22]=[CH:21][N:20]=[C:19]([C:23]4[CH:28]=[C:27]([O:29][CH3:30])[C:26]([O:31][CH3:32])=[C:25]([O:33][CH3:34])[CH:24]=4)[CH:18]=3)[CH2:12][CH2:11]2)=[CH:7][CH:6]=1)[CH2:2][CH2:3][CH3:4].[Cl:37][CH2:38][C:39]1[CH:40]=[CH:41][C:42]([C:45]2[CH:50]=[C:49]([O:51][CH3:52])[C:48]([O:53][CH3:54])=[C:47]([O:55][CH3:56])[CH:46]=2)=[N:43][CH:44]=1, predict the reaction product. The product is: [ClH:37].[ClH:37].[ClH:37].[CH2:1]([C:5]1[CH:6]=[CH:7][C:8]([N:9]([CH:10]2[CH2:11][CH2:12][N:13]([CH2:16][C:17]3[CH:22]=[CH:21][N:20]=[C:19]([C:23]4[CH:28]=[C:27]([O:29][CH3:30])[C:26]([O:31][CH3:32])=[C:25]([O:33][CH3:34])[CH:24]=4)[CH:18]=3)[CH2:14][CH2:15]2)[CH2:38][C:39]2[CH:40]=[CH:41][C:42]([C:45]3[CH:50]=[C:49]([O:51][CH3:52])[C:48]([O:53][CH3:54])=[C:47]([O:55][CH3:56])[CH:46]=3)=[N:43][CH:44]=2)=[CH:35][CH:36]=1)[CH2:2][CH2:3][CH3:4]. (6) Given the reactants [CH2:1]([N:8]1[CH2:27][C@@H:26]([C:28]2[CH:33]=[CH:32][C:31](Br)=[CH:30][CH:29]=2)[C@:10]2([N:14]([CH3:15])[C:13](=[O:16])[N:12]([C:17]3[CH:22]=[C:21]([Cl:23])[CH:20]=[C:19]([Cl:24])[CH:18]=3)[C:11]2=[O:25])[CH2:9]1)[C:2]1[CH:7]=[CH:6][CH:5]=[CH:4][CH:3]=1.C[Sn](C)(C)[C:37]1[CH:38]=[N:39][CH:40]=[N:41][CH:42]=1, predict the reaction product. The product is: [CH2:1]([N:8]1[CH2:27][C@@H:26]([C:28]2[CH:33]=[CH:32][C:31]([C:37]3[CH:38]=[N:39][CH:40]=[N:41][CH:42]=3)=[CH:30][CH:29]=2)[C@:10]2([N:14]([CH3:15])[C:13](=[O:16])[N:12]([C:17]3[CH:22]=[C:21]([Cl:23])[CH:20]=[C:19]([Cl:24])[CH:18]=3)[C:11]2=[O:25])[CH2:9]1)[C:2]1[CH:7]=[CH:6][CH:5]=[CH:4][CH:3]=1. (7) Given the reactants [C:1]([C:4]1[N:5]=[C:6]2[N:11]=[C:10]([CH3:12])[C:9]([C:13]([O:15][C:16]([CH3:19])([CH3:18])[CH3:17])=[O:14])=[C:8]([C:20]3[CH:25]=[CH:24][C:23]([Cl:26])=[CH:22][C:21]=3[Cl:27])[N:7]2[CH:28]=1)(=[O:3])[NH2:2].[CH3:29][C:30]([N:32](C)C)=O.CC(N(C)C)=O.NO.Cl.[OH-].[Na+], predict the reaction product. The product is: [Cl:27][C:21]1[CH:22]=[C:23]([Cl:26])[CH:24]=[CH:25][C:20]=1[C:8]1[N:7]2[CH:28]=[C:4]([C:1]3[O:3][N:32]=[C:30]([CH3:29])[N:2]=3)[N:5]=[C:6]2[N:11]=[C:10]([CH3:12])[C:9]=1[C:13]([O:15][C:16]([CH3:19])([CH3:18])[CH3:17])=[O:14]. (8) Given the reactants Cl[C:2]([O:4][CH:5]1[CH2:9][CH2:8][CH2:7][CH2:6]1)=[O:3].[CH3:10][O:11][C:12](=[O:33])[C:13]1[CH:18]=[CH:17][C:16]([CH2:19][C:20]2[C:28]3[C:23](=[CH:24][CH:25]=[C:26]([NH2:29])[CH:27]=3)[N:22]([CH3:30])[CH:21]=2)=[C:15]([O:31][CH3:32])[CH:14]=1.CN1CCOCC1.Cl, predict the reaction product. The product is: [CH3:10][O:11][C:12](=[O:33])[C:13]1[CH:18]=[CH:17][C:16]([CH2:19][C:20]2[C:28]3[C:23](=[CH:24][CH:25]=[C:26]([NH:29][C:2]([O:4][CH:5]4[CH2:9][CH2:8][CH2:7][CH2:6]4)=[O:3])[CH:27]=3)[N:22]([CH3:30])[CH:21]=2)=[C:15]([O:31][CH3:32])[CH:14]=1.